The task is: Predict the product of the given reaction.. This data is from Forward reaction prediction with 1.9M reactions from USPTO patents (1976-2016). (1) Given the reactants C(Cl)(=O)C(Cl)=O.CS(C)=O.[Si:11]([O:18][C@@H:19]1[CH2:24][CH2:23][C@H:22]([CH2:25][OH:26])[CH2:21][CH2:20]1)([C:14]([CH3:17])([CH3:16])[CH3:15])([CH3:13])[CH3:12].C(N(CC)CC)C.C(=O)(O)[O-].[Na+], predict the reaction product. The product is: [Si:11]([O:18][C@@H:19]1[CH2:20][CH2:21][C@H:22]([CH:25]=[O:26])[CH2:23][CH2:24]1)([C:14]([CH3:17])([CH3:16])[CH3:15])([CH3:13])[CH3:12]. (2) Given the reactants [N:1]1([C:7]2[N:12]=[CH:11][C:10]([CH2:13][OH:14])=[CH:9][C:8]=2[C:15]([F:18])([F:17])[F:16])[CH2:6][CH2:5][NH:4][CH2:3][CH2:2]1.Cl[C:20]1[NH:24][C:23]2[CH:25]=[C:26]([C:38]([F:41])([F:40])[F:39])[CH:27]=[C:28]([C:29]3[CH:34]=[C:33]([F:35])[C:32]([F:36])=[C:31]([F:37])[CH:30]=3)[C:22]=2[N:21]=1, predict the reaction product. The product is: [F:17][C:15]([F:18])([F:16])[C:8]1[CH:9]=[C:10]([CH2:13][OH:14])[CH:11]=[N:12][C:7]=1[N:1]1[CH2:6][CH2:5][N:4]([C:20]2[NH:21][C:22]3[C:28]([C:29]4[CH:30]=[C:31]([F:37])[C:32]([F:36])=[C:33]([F:35])[CH:34]=4)=[CH:27][C:26]([C:38]([F:41])([F:39])[F:40])=[CH:25][C:23]=3[N:24]=2)[CH2:3][CH2:2]1. (3) Given the reactants [CH3:1][C:2]1[N:6]2[C:7](=[O:31])[N:8]([CH:10]3[CH2:15][CH2:14][N:13]([C:16]([CH:18]([NH:23][C:24](=[O:30])OC(C)(C)C)[CH2:19][CH2:20][CH2:21][CH3:22])=[O:17])[CH2:12][CH2:11]3)[CH2:9][C:5]2=[CH:4][N:3]=1.[ClH:32].[CH2:33](O)[CH3:34], predict the reaction product. The product is: [Cl:32][C:34]1[CH:33]=[CH:15][C:10]([NH:8][C:24]([NH:23][CH:18]([C:16]([N:13]2[CH2:12][CH2:11][CH:10]([N:8]3[CH2:9][C:5]4=[CH:4][N:3]=[C:2]([CH3:1])[N:6]4[C:7]3=[O:31])[CH2:15][CH2:14]2)=[O:17])[CH2:19][CH2:20][CH2:21][CH3:22])=[O:30])=[CH:11][CH:12]=1.